This data is from Forward reaction prediction with 1.9M reactions from USPTO patents (1976-2016). The task is: Predict the product of the given reaction. Given the reactants [CH2:1]([O:8][C:9]1[C:14]([C:15]2[CH:16]=[C:17]([C:36]([CH3:39])([CH3:38])[CH3:37])[C:18]([O:34][CH3:35])=[C:19]([NH:21][C:22](=[O:33])[C:23]3[CH:28]=[CH:27][C:26]([N+:29]([O-])=O)=[C:25]([F:32])[CH:24]=3)[CH:20]=2)=[CH:13][CH:12]=[CH:11][N:10]=1)[C:2]1[CH:7]=[CH:6][CH:5]=[CH:4][CH:3]=1.[NH4+].[Cl-], predict the reaction product. The product is: [NH2:29][C:26]1[CH:27]=[CH:28][C:23]([C:22]([NH:21][C:19]2[CH:20]=[C:15]([C:14]3[C:9]([O:8][CH2:1][C:2]4[CH:7]=[CH:6][CH:5]=[CH:4][CH:3]=4)=[N:10][CH:11]=[CH:12][CH:13]=3)[CH:16]=[C:17]([C:36]([CH3:38])([CH3:39])[CH3:37])[C:18]=2[O:34][CH3:35])=[O:33])=[CH:24][C:25]=1[F:32].